From a dataset of Full USPTO retrosynthesis dataset with 1.9M reactions from patents (1976-2016). Predict the reactants needed to synthesize the given product. (1) Given the product [N:47]1[CH:48]=[CH:49][CH:50]=[N:51][C:46]=1[CH2:45][N:1]1[C:9]2[C:4](=[CH:5][CH:6]=[CH:7][CH:8]=2)[C:3]2([CH2:13][O:12][C:11]3[CH:14]=[C:15]4[C:19](=[CH:20][C:10]2=3)[CH2:18][CH2:17][O:16]4)[C:2]1=[O:21], predict the reactants needed to synthesize it. The reactants are: [NH:1]1[C:9]2[C:4](=[CH:5][CH:6]=[CH:7][CH:8]=2)[C:3]2([CH2:13][O:12][C:11]3[CH:14]=[C:15]4[C:19](=[CH:20][C:10]2=3)[CH2:18][CH2:17][O:16]4)[C:2]1=[O:21].CC1C2C=C3C4(C5C(=CC=CC=5)NC4=O)COC3=CC=2ON=1.Cl[CH2:45][C:46]1[N:51]=[CH:50][CH:49]=[CH:48][N:47]=1.BrCC1OC(C(F)(F)F)=CC=1. (2) Given the product [CH3:20][O:19][C:18]1[N:17]([CH3:21])[N:16]=[C:15]([C:22]([F:25])([F:23])[F:24])[C:14]=1[CH:11]1[CH2:12][CH2:13][NH:8][CH2:9][CH2:10]1, predict the reactants needed to synthesize it. The reactants are: C(OC([N:8]1[CH2:13][CH2:12][CH:11]([C:14]2[C:15]([C:22]([F:25])([F:24])[F:23])=[N:16][N:17]([CH3:21])[C:18]=2[O:19][CH3:20])[CH2:10][CH2:9]1)=O)(C)(C)C.C(OC(N1CCC(C2C(OC)=NN(C)C=2C(F)(F)F)CC1)=O)(C)(C)C. (3) The reactants are: O=C1N(P(Cl)(N2CCOC2=O)=O)CCO1.[CH3:16][O:17][C:18]1[CH:19]=[C:20]([C:26]2[C:35]3[C:30](=[CH:31][CH:32]=[CH:33][CH:34]=3)[CH2:29][CH2:28][N:27]=2)[CH:21]=[CH:22][C:23]=1[O:24][CH3:25].[CH3:36][O:37][C:38]1[CH:39]=[C:40]([CH:46]=[C:47]([O:49][CH3:50])[CH:48]=1)[O:41][CH2:42][C:43](O)=[O:44]. Given the product [CH3:36][O:37][C:38]1[CH:39]=[C:40]([CH:46]=[C:47]([O:49][CH3:50])[CH:48]=1)[O:41][C@H:42]1[C@:26]2([C:20]3[CH:21]=[CH:22][C:23]([O:24][CH3:25])=[C:18]([O:17][CH3:16])[CH:19]=3)[C:35]3[C:30]([CH2:29][CH2:28][N:27]2[C:43]1=[O:44])=[CH:31][CH:32]=[CH:33][CH:34]=3, predict the reactants needed to synthesize it.